This data is from Full USPTO retrosynthesis dataset with 1.9M reactions from patents (1976-2016). The task is: Predict the reactants needed to synthesize the given product. (1) Given the product [Cl:8][C:4]1[C:5]([Cl:7])=[CH:6][CH:1]=[CH:2][C:3]=1[N:9]1[CH2:14][CH2:13][N:12]([CH2:15][CH2:16][CH2:17][CH2:18][O:19][C:20]2[CH:25]=[C:24]3[C:23]([CH2:30][CH2:29][C:27](=[O:28])[N:26]3[C:41]([NH:40][CH2:38][CH3:39])=[O:42])=[CH:22][CH:21]=2)[CH2:11][CH2:10]1, predict the reactants needed to synthesize it. The reactants are: [CH:1]1[CH:2]=[C:3]([N:9]2[CH2:14][CH2:13][N:12]([CH2:15][CH2:16][CH2:17][CH2:18][O:19][C:20]3[CH:21]=[CH:22][C:23]4[CH2:30][CH2:29][C:27](=[O:28])[NH:26][C:24]=4[CH:25]=3)[CH2:11][CH2:10]2)[C:4]([Cl:8])=[C:5]([Cl:7])[CH:6]=1.C(N(CC)CC)C.[CH2:38]([N:40]=[C:41]=[O:42])[CH3:39]. (2) Given the product [Br:13][C:10]1[CH:9]=[CH:8][C:7]([N:4]2[CH:5]=[CH:6][C:2]([NH:1][C:33](=[O:34])[CH2:32][C:26]3[CH:31]=[CH:30][CH:29]=[CH:28][CH:27]=3)=[C:3]2[C:14]([O:16][CH2:17][CH3:18])=[O:15])=[CH:12][CH:11]=1, predict the reactants needed to synthesize it. The reactants are: [NH2:1][C:2]1[CH:6]=[CH:5][N:4]([C:7]2[CH:12]=[CH:11][C:10]([Br:13])=[CH:9][CH:8]=2)[C:3]=1[C:14]([O:16][CH2:17][CH3:18])=[O:15].C(N(CC)CC)C.[C:26]1([CH2:32][C:33](Cl)=[O:34])[CH:31]=[CH:30][CH:29]=[CH:28][CH:27]=1. (3) Given the product [CH:1]1([S:4]([O:18][CH2:14][CH2:15][CH2:16][CH3:17])(=[O:6])=[O:5])[CH2:3][CH2:2]1, predict the reactants needed to synthesize it. The reactants are: [CH:1]1([S:4](Cl)(=[O:6])=[O:5])[CH2:3][CH2:2]1.N1C=CC=CC=1.[CH2:14]([OH:18])[CH2:15][CH2:16][CH3:17]. (4) Given the product [OH:8][C@H:6]1[CH2:5][C@@H:4]([CH2:9][CH2:10][C:11]2[CH:16]=[CH:15][CH:14]=[CH:13][CH:12]=2)[O:3][C@:2]([C@@H:17]2[CH2:21][S:20][C:19](=[O:22])[N:18]2[CH2:23][C:24]2[CH:29]=[CH:28][C:27]([O:30][CH3:31])=[CH:26][CH:25]=2)([O:1][CH3:33])[CH2:7]1, predict the reactants needed to synthesize it. The reactants are: [OH:1][C@:2]1([C@@H:17]2[CH2:21][S:20][C:19](=[O:22])[N:18]2[CH2:23][C:24]2[CH:29]=[CH:28][C:27]([O:30][CH3:31])=[CH:26][CH:25]=2)[CH2:7][C@@H:6]([OH:8])[CH2:5][C@@H:4]([CH2:9][CH2:10][C:11]2[CH:16]=[CH:15][CH:14]=[CH:13][CH:12]=2)[O:3]1.O[C@:33]1([C@@H]2CSC(=O)N2CC2C=CC(OC)=CC=2)C[C@@H](O)C[C@@H](CCCC=C)O1. (5) The reactants are: [C:1]12([CH2:11][C:12]([NH:14][C:15]3[C:24]([CH3:25])=[CH:23][CH:22]=[C:21]4[C:16]=3[CH:17]=[CH:18][C:19]([N:26]3[CH2:31][CH2:30][CH:29]([NH:32][CH2:33][CH2:34][O:35][Si](C(C)(C)C)(C)C)[CH2:28][CH2:27]3)=[N:20]4)=[O:13])[CH2:10][CH:5]3[CH2:6][CH:7]([CH2:9][CH:3]([CH2:4]3)[CH2:2]1)[CH2:8]2.[ClH:43]. Given the product [ClH:43].[ClH:43].[C:1]12([CH2:11][C:12]([NH:14][C:15]3[C:24]([CH3:25])=[CH:23][CH:22]=[C:21]4[C:16]=3[CH:17]=[CH:18][C:19]([N:26]3[CH2:27][CH2:28][CH:29]([NH:32][CH2:33][CH2:34][OH:35])[CH2:30][CH2:31]3)=[N:20]4)=[O:13])[CH2:10][CH:5]3[CH2:4][CH:3]([CH2:9][CH:7]([CH2:6]3)[CH2:8]1)[CH2:2]2, predict the reactants needed to synthesize it.